The task is: Predict which catalyst facilitates the given reaction.. This data is from Catalyst prediction with 721,799 reactions and 888 catalyst types from USPTO. Reactant: [N+:1]([C:4]1[CH:16]=[CH:15][C:14]2[C:13]3[C:8](=[CH:9][CH:10]=[CH:11][CH:12]=3)[CH2:7][C:6]=2[CH:5]=1)([O-:3])=[O:2].[CH:17](=O)[C:18]1[C:19](=[CH:21][CH:22]=[CH:23][CH:24]=1)[OH:20].C(Cl)Cl. Product: [N+:1]([C:4]1[CH:16]=[CH:15][C:14]2[C:13]3[C:8](=[CH:9][CH:10]=[CH:11][CH:12]=3)[C:7](=[CH:17][C:18]3[CH:24]=[CH:23][CH:22]=[CH:21][C:19]=3[OH:20])[C:6]=2[CH:5]=1)([O-:3])=[O:2]. The catalyst class is: 5.